The task is: Predict the product of the given reaction.. This data is from Forward reaction prediction with 1.9M reactions from USPTO patents (1976-2016). (1) Given the reactants [CH3:1][O:2][C:3]1[CH:4]=[C:5]([C:9]2[CH:18]=[CH:17][C:12]3[N:13]=[C:14]([CH3:16])[S:15][C:11]=3[CH:10]=2)[CH:6]=[N:7][CH:8]=1.[Se](=O)=[O:20], predict the reaction product. The product is: [CH3:1][O:2][C:3]1[CH:4]=[C:5]([C:9]2[CH:18]=[CH:17][C:12]3[N:13]=[C:14]([CH:16]=[O:20])[S:15][C:11]=3[CH:10]=2)[CH:6]=[N:7][CH:8]=1. (2) Given the reactants COC(=O)C[C@@H](N[C:12]([O:14][C:15]([CH3:18])([CH3:17])[CH3:16])=[O:13])C1C=COC=1.[NH2:20][C@H:21]1[C:30]2[C:25](=[CH:26][CH:27]=[CH:28][CH:29]=2)[CH2:24][CH2:23][C@H:22]1[C:31]([OH:33])=[O:32], predict the reaction product. The product is: [C:15]([O:14][C:12]([NH:20][C@H:21]1[C:30]2[C:25](=[CH:26][CH:27]=[CH:28][CH:29]=2)[CH2:24][CH2:23][C@H:22]1[C:31]([OH:33])=[O:32])=[O:13])([CH3:18])([CH3:17])[CH3:16]. (3) Given the reactants Br[C:2]1[CH:7]=[CH:6][C:5]([F:8])=[CH:4][N:3]=1.C([Mg]Cl)(C)C.[Cl:14][CH2:15][C:16](N(OC)C)=[O:17].Cl, predict the reaction product. The product is: [Cl:14][CH2:15][C:16]([C:2]1[CH:7]=[CH:6][C:5]([F:8])=[CH:4][N:3]=1)=[O:17]. (4) Given the reactants [CH2:1]([O:3][CH2:4][O:5][C:6]1[C:13]([CH3:14])=[CH:12][CH:11]=[CH:10][C:7]=1[CH2:8]O)[CH3:2].C1(P(C2C=CC=CC=2)C2C=CC=CC=2)C=CC=CC=1.C1C(=O)N([Br:41])C(=O)C1, predict the reaction product. The product is: [CH2:1]([O:3][CH2:4][O:5][C:6]1[C:13]([CH3:14])=[CH:12][CH:11]=[CH:10][C:7]=1[CH2:8][Br:41])[CH3:2]. (5) Given the reactants Br[CH2:2][C:3]1[N:7]([CH3:8])[N:6]([CH:9]2[CH2:14][CH2:13][CH2:12][CH2:11][CH2:10]2)[C:5](=[O:15])[C:4]=1[Cl:16].[CH2:17]([O:19][C:20]1[CH:25]=[CH:24][CH:23]=[CH:22][C:21]=1[N:26]1[CH2:31][CH2:30][NH:29][CH2:28][CH2:27]1)[CH3:18].C(=O)([O-])[O-].[K+].[K+], predict the reaction product. The product is: [Cl:16][C:4]1[C:5](=[O:15])[N:6]([CH:9]2[CH2:14][CH2:13][CH2:12][CH2:11][CH2:10]2)[N:7]([CH3:8])[C:3]=1[CH2:2][N:29]1[CH2:28][CH2:27][N:26]([C:21]2[CH:22]=[CH:23][CH:24]=[CH:25][C:20]=2[O:19][CH2:17][CH3:18])[CH2:31][CH2:30]1. (6) Given the reactants [CH3:1]/[C:2](/[C:5]([CH3:7])=[O:6])=[N:3]\[OH:4].[CH3:8][CH:9]([C:11]1[CH:18]=[CH:17][C:14]([CH:15]=O)=[CH:13][CH:12]=1)[CH3:10].Cl, predict the reaction product. The product is: [CH3:1][C:2]1[N+:3]([O-:4])=[C:15]([C:14]2[CH:17]=[CH:18][C:11]([CH:9]([CH3:10])[CH3:8])=[CH:12][CH:13]=2)[O:6][C:5]=1[CH3:7]. (7) The product is: [C:28]([N:1]1[CH2:6][CH2:5][CH2:4][CH:3]([C:7]2[CH:15]=[CH:14][C:13]([C:16]([NH2:18])=[O:17])=[C:12]3[C:8]=2[CH:9]=[CH:10][NH:11]3)[CH2:2]1)(=[O:31])[CH:29]=[CH2:30]. Given the reactants [NH:1]1[CH2:6][CH2:5][CH2:4][CH:3]([C:7]2[CH:15]=[CH:14][C:13]([C:16]([NH2:18])=[O:17])=[C:12]3[C:8]=2[CH:9]=[CH:10][NH:11]3)[CH2:2]1.C(N(C(C)C)C(C)C)C.[C:28](Cl)(=[O:31])[CH:29]=[CH2:30], predict the reaction product. (8) The product is: [Cl:1][C:2]1[CH:3]=[CH:4][C:5]([O:10][CH2:17][CH:11]2[CH2:16][CH2:15][CH2:14][CH2:13][CH2:12]2)=[C:6]([CH:9]=1)[CH:7]=[O:8]. Given the reactants [Cl:1][C:2]1[CH:9]=[C:6]([CH:7]=[O:8])[C:5]([OH:10])=[CH:4][CH:3]=1.[CH:11]1([CH2:17]Br)[CH2:16][CH2:15][CH2:14][CH2:13][CH2:12]1.C([O-])([O-])=O.[K+].[K+].CCOCC, predict the reaction product.